Dataset: Catalyst prediction with 721,799 reactions and 888 catalyst types from USPTO. Task: Predict which catalyst facilitates the given reaction. (1) Reactant: [F:1][C:2]1[CH:7]=[CH:6][CH:5]=[CH:4][C:3]=1[C:8]1[N:9]=[N:10][N:11]2[C:20]3[C:15](=[CH:16][CH:17]=[CH:18][CH:19]=3)[C:14](OS(C3C=CC(C)=CC=3)(=O)=O)=[N:13][C:12]=12.C(N(CC)CC)C.[C:39]([O:43][C:44]([N:46]1[CH2:51][CH2:50][NH:49][CH2:48][CH2:47]1)=[O:45])([CH3:42])([CH3:41])[CH3:40]. Product: [C:39]([O:43][C:44]([N:46]1[CH2:51][CH2:50][N:49]([C:14]2[C:15]3[C:20](=[CH:19][CH:18]=[CH:17][CH:16]=3)[N:11]3[N:10]=[N:9][C:8]([C:3]4[CH:4]=[CH:5][CH:6]=[CH:7][C:2]=4[F:1])=[C:12]3[N:13]=2)[CH2:48][CH2:47]1)=[O:45])([CH3:42])([CH3:40])[CH3:41]. The catalyst class is: 35. (2) Reactant: [Br-].[F:2][C:3]1[CH:8]=[CH:7][C:6]([N+:9]([O-:11])=[O:10])=[CH:5][C:4]=1[C:12](=O)[CH3:13].[C:15]1(C)C=CC=CC=1. Product: [F:2][C:3]1[CH:8]=[CH:7][C:6]([N+:9]([O-:11])=[O:10])=[CH:5][C:4]=1[C:12]([CH3:13])=[CH2:15]. The catalyst class is: 1. (3) Reactant: C([Li])(C)(C)C.BrC1C(C)=CC(C)=CC=1C.[CH3:16][O:17][C:18]1[CH:23]=[CH:22][N:21]=[CH:20][CH:19]=1.CN([CH:27]=[O:28])C. Product: [CH3:16][O:17][C:18]1[CH:23]=[CH:22][N:21]=[CH:20][C:19]=1[CH:27]=[O:28]. The catalyst class is: 1. (4) Reactant: [C:1]1([CH3:19])[CH:6]=[CH:5][C:4]([S:7]([N:10]2[CH2:15][CH2:14][S:13][CH2:12][C@H:11]2[C:16]([OH:18])=O)(=[O:9])=[O:8])=[CH:3][CH:2]=1.Cl.[CH2:21]([O:23][C:24](=[O:31])[C@H:25]([CH2:27][CH:28]([CH3:30])[CH3:29])[NH2:26])[CH3:22].C1CCC(N=C=NC2CCCCC2)CC1. Product: [CH2:21]([O:23][C:24](=[O:31])[CH:25]([NH:26][C:16]([C@@H:11]1[CH2:12][S:13][CH2:14][CH2:15][N:10]1[S:7]([C:4]1[CH:3]=[CH:2][C:1]([CH3:19])=[CH:6][CH:5]=1)(=[O:8])=[O:9])=[O:18])[CH2:27][CH:28]([CH3:29])[CH3:30])[CH3:22]. The catalyst class is: 79. (5) Reactant: C(Cl)(=O)C(Cl)=O.CS(C)=O.[C:11]([O:15][C:16]([NH:18][C@@H:19]([CH2:24][CH:25]1[CH2:30][CH2:29][CH:28]([OH:31])[CH2:27][CH2:26]1)[C:20]([O:22][CH3:23])=[O:21])=[O:17])([CH3:14])([CH3:13])[CH3:12].C([O-])(O)=O.[Na+]. Product: [C:11]([O:15][C:16]([NH:18][C@@H:19]([CH2:24][CH:25]1[CH2:30][CH2:29][C:28](=[O:31])[CH2:27][CH2:26]1)[C:20]([O:22][CH3:23])=[O:21])=[O:17])([CH3:14])([CH3:12])[CH3:13]. The catalyst class is: 624. (6) Reactant: [F:1][C:2]1([F:21])[CH2:5][CH:4]([CH2:6][C@H:7]([NH:13][C:14](=[O:20])[O:15][C:16]([CH3:19])([CH3:18])[CH3:17])[C:8](=[O:12])[C:9]([CH3:11])=[CH2:10])[CH2:3]1.[O-]Cl.[Na+].C(=O)(O)[O-:26].[Na+]. Product: [F:1][C:2]1([F:21])[CH2:3][CH:4]([CH2:6][C@H:7]([NH:13][C:14](=[O:20])[O:15][C:16]([CH3:17])([CH3:19])[CH3:18])[C:8]([C@@:9]2([CH3:11])[CH2:10][O:26]2)=[O:12])[CH2:5]1. The catalyst class is: 3. (7) Reactant: C[O:2][C:3](=[O:27])[C:4]1[CH:9]=[C:8]([O:10][CH3:11])[C:7]([NH:12][C:13]([NH:15][C:16]2[CH:21]=[N:20][C:19]([CH3:22])=[CH:18][N:17]=2)=[O:14])=[CH:6][C:5]=1[C:23]([F:26])([F:25])[F:24].CO.O.[OH-].[Li+]. Product: [CH3:11][O:10][C:8]1[C:7]([NH:12][C:13]([NH:15][C:16]2[CH:21]=[N:20][C:19]([CH3:22])=[CH:18][N:17]=2)=[O:14])=[CH:6][C:5]([C:23]([F:26])([F:24])[F:25])=[C:4]([CH:9]=1)[C:3]([OH:27])=[O:2]. The catalyst class is: 6.